Dataset: Forward reaction prediction with 1.9M reactions from USPTO patents (1976-2016). Task: Predict the product of the given reaction. Given the reactants C(N(CC)CC)C.[C:8]([C:12]1[CH:13]=[C:14]([C:30](=[O:33])[NH:31][CH3:32])[C:15]([O:28][CH3:29])=[C:16]([NH:18][C:19](=[O:27])OC2C=CC=CC=2)[CH:17]=1)([CH3:11])([CH3:10])[CH3:9].[NH2:34][C:35]1[C:44]2[C:39](=[CH:40][CH:41]=[CH:42][CH:43]=2)[C:38]([O:45][C:46]2[CH:51]=[CH:50][N:49]=[C:48]([NH:52][C:53]3[CH:58]=[C:57]([O:59][CH2:60][CH2:61][O:62][CH2:63][CH2:64][O:65][CH2:66][CH2:67][O:68][CH3:69])[CH:56]=[C:55]([O:70][CH3:71])[CH:54]=3)[N:47]=2)=[CH:37][CH:36]=1, predict the reaction product. The product is: [C:8]([C:12]1[CH:17]=[C:16]([NH:18][C:19]([NH:34][C:35]2[C:44]3[C:39](=[CH:40][CH:41]=[CH:42][CH:43]=3)[C:38]([O:45][C:46]3[CH:51]=[CH:50][N:49]=[C:48]([NH:52][C:53]4[CH:58]=[C:57]([O:59][CH2:60][CH2:61][O:62][CH2:63][CH2:64][O:65][CH2:66][CH2:67][O:68][CH3:69])[CH:56]=[C:55]([O:70][CH3:71])[CH:54]=4)[N:47]=3)=[CH:37][CH:36]=2)=[O:27])[C:15]([O:28][CH3:29])=[C:14]([CH:13]=1)[C:30]([NH:31][CH3:32])=[O:33])([CH3:9])([CH3:10])[CH3:11].